Dataset: Peptide-MHC class I binding affinity with 185,985 pairs from IEDB/IMGT. Task: Regression. Given a peptide amino acid sequence and an MHC pseudo amino acid sequence, predict their binding affinity value. This is MHC class I binding data. (1) The peptide sequence is FHRKKTDAL. The MHC is HLA-A02:16 with pseudo-sequence HLA-A02:16. The binding affinity (normalized) is 0.0847. (2) The peptide sequence is PVETLFGSY. The MHC is HLA-A03:01 with pseudo-sequence HLA-A03:01. The binding affinity (normalized) is 0.0233. (3) The peptide sequence is MRMCHEGINPN. The MHC is H-2-Db with pseudo-sequence H-2-Db. The binding affinity (normalized) is 0.0306. (4) The peptide sequence is FIQWTGGNI. The MHC is HLA-A02:03 with pseudo-sequence HLA-A02:03. The binding affinity (normalized) is 0.630. (5) The peptide sequence is KIFEYGFTF. The MHC is HLA-B40:01 with pseudo-sequence HLA-B40:01. The binding affinity (normalized) is 0.226. (6) The peptide sequence is RVATENIAV. The MHC is HLA-A30:01 with pseudo-sequence HLA-A30:01. The binding affinity (normalized) is 0.630. (7) The peptide sequence is MYFHRRDLRL. The MHC is HLA-A24:02 with pseudo-sequence HLA-A24:02. The binding affinity (normalized) is 0.537. (8) The peptide sequence is TIPIGMQFDK. The MHC is HLA-A03:01 with pseudo-sequence HLA-A03:01. The binding affinity (normalized) is 0.195.